Task: Predict which catalyst facilitates the given reaction.. Dataset: Catalyst prediction with 721,799 reactions and 888 catalyst types from USPTO (1) Reactant: [NH2:1][C:2]1[C:7]([Cl:8])=[CH:6][C:5]([Br:9])=[CH:4][C:3]=1[OH:10].C1N=CN([C:16](N2C=NC=C2)=[O:17])C=1. Product: [Br:9][C:5]1[CH:6]=[C:7]([Cl:8])[C:2]2[NH:1][C:16](=[O:17])[O:10][C:3]=2[CH:4]=1. The catalyst class is: 49. (2) Reactant: [CH:1]1([NH:4][C:5]([C:7]2[N:8]=[N:9][N:10]([C:16]3[CH:21]=[CH:20][C:19]([C:22]([NH:24][CH:25]4[CH2:27][CH2:26]4)=[O:23])=[CH:18][CH:17]=3)[C:11]=2[CH2:12][CH2:13][CH2:14]O)=[O:6])[CH2:3][CH2:2]1.C(N(CC)CC)C.CS(Cl)(=O)=O.O.[F-:41].C([N+](CCCC)(CCCC)CCCC)CCC. Product: [CH:1]1([NH:4][C:5]([C:7]2[N:8]=[N:9][N:10]([C:16]3[CH:21]=[CH:20][C:19]([C:22]([NH:24][CH:25]4[CH2:27][CH2:26]4)=[O:23])=[CH:18][CH:17]=3)[C:11]=2[CH2:12][CH2:13][CH2:14][F:41])=[O:6])[CH2:3][CH2:2]1. The catalyst class is: 4. (3) Reactant: [Cr](O[Cr]([O-])(=O)=O)([O-])(=O)=O.[NH+]1C=CC=CC=1.[NH+]1C=CC=CC=1.[CH2:22]([OH:36])[CH2:23][CH2:24][CH2:25][CH2:26][CH2:27][CH2:28]/[CH:29]=[CH:30]\[CH2:31][CH2:32][CH2:33][CH2:34][CH3:35]. Product: [CH:22](=[O:36])[CH2:23][CH2:24][CH2:25][CH2:26][CH2:27][CH2:28]/[CH:29]=[CH:30]\[CH2:31][CH2:32][CH2:33][CH2:34][CH3:35]. The catalyst class is: 4.